From a dataset of Full USPTO retrosynthesis dataset with 1.9M reactions from patents (1976-2016). Predict the reactants needed to synthesize the given product. (1) The reactants are: [CH3:1][O:2][C:3]1[CH:11]=[CH:10][C:6]([C:7]([OH:9])=[O:8])=[C:5]([CH3:12])[CH:4]=1.S(=O)(=O)(O)O.[CH3:18]O. Given the product [CH3:18][O:8][C:7](=[O:9])[C:6]1[CH:10]=[CH:11][C:3]([O:2][CH3:1])=[CH:4][C:5]=1[CH3:12], predict the reactants needed to synthesize it. (2) Given the product [Cl:1][C:2]1[CH:3]=[CH:4][C:5]([F:23])=[C:6]([C:8]2[CH:13]=[CH:12][C:11]([CH2:14][Cl:31])=[CH:10][C:9]=2[C:16]2[C:20]([CH3:22])([CH3:21])[CH2:19][CH2:18][CH:17]=2)[CH:7]=1, predict the reactants needed to synthesize it. The reactants are: [Cl:1][C:2]1[CH:3]=[CH:4][C:5]([F:23])=[C:6]([C:8]2[CH:13]=[CH:12][C:11]([CH2:14]O)=[CH:10][C:9]=2[C:16]2[C:20]([CH3:22])([CH3:21])[CH2:19][CH2:18][CH:17]=2)[CH:7]=1.CN(C=O)C.S(Cl)([Cl:31])=O. (3) Given the product [C:22]([O:21][C:18](=[O:20])[CH2:19][C:3]([C:4]1[CH:9]=[CH:8][CH:7]=[C:6]([C:10]2[N:11]=[C:12]([CH3:16])[S:13][C:14]=2[CH3:15])[CH:5]=1)=[O:17])([CH3:25])([CH3:24])[CH3:23], predict the reactants needed to synthesize it. The reactants are: CO[C:3](=[O:17])[C:4]1[CH:9]=[CH:8][CH:7]=[C:6]([C:10]2[N:11]=[C:12]([CH3:16])[S:13][C:14]=2[CH3:15])[CH:5]=1.[C:18]([O:21][C:22]([CH3:25])([CH3:24])[CH3:23])(=[O:20])[CH3:19].[Li]. (4) The reactants are: [O:1]=[C:2]1[C:7]2[CH:8]=[CH:9][CH:10]=[CH:11][C:6]=2[S:5][C:4]([C:12]2[N:17]=[CH:16][C:15]([CH2:18][CH2:19][C:20]([O:22]C(C)(C)C)=[O:21])=[CH:14][CH:13]=2)=[N:3]1.C(OC(C)C)(C)C. Given the product [O:1]=[C:2]1[C:7]2[CH:8]=[CH:9][CH:10]=[CH:11][C:6]=2[S:5][C:4]([C:12]2[N:17]=[CH:16][C:15]([CH2:18][CH2:19][C:20]([OH:22])=[O:21])=[CH:14][CH:13]=2)=[N:3]1, predict the reactants needed to synthesize it. (5) Given the product [CH3:17][C:16]([O:15][C:13]([NH:1][C@@H:2]1[CH2:7][CH2:6][C@H:5]([C:8]([OH:10])=[O:9])[CH2:4][CH2:3]1)=[O:14])([CH3:19])[CH3:18], predict the reactants needed to synthesize it. The reactants are: [NH2:1][C@@H:2]1[CH2:7][CH2:6][C@H:5]([C:8]([OH:10])=[O:9])[CH2:4][CH2:3]1.[OH-].[Na+].[C:13](O[C:13]([O:15][C:16]([CH3:19])([CH3:18])[CH3:17])=[O:14])([O:15][C:16]([CH3:19])([CH3:18])[CH3:17])=[O:14].